From a dataset of Reaction yield outcomes from USPTO patents with 853,638 reactions. Predict the reaction yield, written as a fraction of the theoretical maximum amount of product (1.0 means a 100% yield; for example, 0.34 means a 34% yield). (1) The reactants are C([O:3][C:4](=[O:20])[CH2:5][N:6]([C:8](=[O:19])[CH2:9][N:10]([C:12]([O:14][C:15]([CH3:18])([CH3:17])[CH3:16])=[O:13])[CH3:11])[CH3:7])C.[Li+].[OH-]. The catalyst is O.C1COCC1. The product is [C:15]([O:14][C:12]([N:10]([CH3:11])[CH2:9][C:8]([N:6]([CH2:5][C:4]([OH:20])=[O:3])[CH3:7])=[O:19])=[O:13])([CH3:18])([CH3:17])[CH3:16]. The yield is 0.900. (2) The reactants are [Br:1][C:2](Br)=[CH:3][C:4]1[CH:5]=[CH:6][C:7]([O:11][CH3:12])=[C:8]([OH:10])[CH:9]=1.C([SnH](CCCC)CCCC)CCC. The catalyst is C1C=CC=CC=1.N1C=CC=CC=1.C1C=CC([P]([Pd]([P](C2C=CC=CC=2)(C2C=CC=CC=2)C2C=CC=CC=2)([P](C2C=CC=CC=2)(C2C=CC=CC=2)C2C=CC=CC=2)[P](C2C=CC=CC=2)(C2C=CC=CC=2)C2C=CC=CC=2)(C2C=CC=CC=2)C2C=CC=CC=2)=CC=1. The product is [Br:1]/[CH:2]=[CH:3]\[C:4]1[CH:5]=[CH:6][C:7]([O:11][CH3:12])=[C:8]([OH:10])[CH:9]=1. The yield is 0.580. (3) The reactants are [Cl:1][C:2]1[N:10]=[CH:9][C:8](C)=[CH:7][C:3]=1[C:4]([OH:6])=O.[CH3:12]CN=C=NCCCN(C)C.C1C=C2N=NN(O)C2=CC=1.O.[C:34]([NH2:43])([C:37]1[CH:42]=[CH:41][CH:40]=[CH:39][CH:38]=1)([CH3:36])[CH3:35]. The catalyst is CN(C=O)C.O. The product is [Cl:1][C:2]1[N:10]=[C:9]([CH3:12])[CH:8]=[CH:7][C:3]=1[C:4]([NH:43][C:34]([CH3:36])([C:37]1[CH:42]=[CH:41][CH:40]=[CH:39][CH:38]=1)[CH3:35])=[O:6]. The yield is 0.620. (4) The reactants are [Cl:1][C:2]1[CH:3]=[N:4][C:5]2[C:10]([C:11]=1[C:12](N)=[O:13])=[N:9][C:8]([O:15][CH3:16])=[CH:7][CH:6]=2. The catalyst is O1CCCC1.Cl.C1([Zr]C2C=CC=C2)C=CC=C1. The product is [Cl:1][C:2]1[CH:3]=[N:4][C:5]2[C:10]([C:11]=1[CH:12]=[O:13])=[N:9][C:8]([O:15][CH3:16])=[CH:7][CH:6]=2. The yield is 0.280. (5) The reactants are N(O[CH2:4][CH2:5][CH2:6][CH3:7])=O.N[C:9]1[CH:17]=[CH:16][CH:15]=[C:14]([N+:18]([O-:20])=[O:19])[C:10]=1[C:11](O)=O.C1CC=CC=1. The catalyst is ClCCl.CC(C)=O. The product is [N+:18]([C:14]1[CH:15]=[CH:16][CH:17]=[C:9]2[C:10]=1[CH:11]1[CH2:7][CH:6]2[CH:5]=[CH:4]1)([O-:20])=[O:19]. The yield is 0.580.